From a dataset of Reaction yield outcomes from USPTO patents with 853,638 reactions. Predict the reaction yield, written as a fraction of the theoretical maximum amount of product (1.0 means a 100% yield; for example, 0.34 means a 34% yield). (1) The reactants are [F:1][C:2]([F:18])([F:17])[C:3]([C:5]1[C:13]2[C:8](=[CH:9][CH:10]=[CH:11][CH:12]=2)[N:7]([CH2:14][C:15]#[CH:16])[CH:6]=1)=[O:4].[CH:19]1[C:24]([I:25])=[CH:23][CH:22]=[C:21](I)[CH:20]=1. The catalyst is CN(C=O)C.[Cu]I. The product is [F:18][C:2]([F:1])([F:17])[C:3]([C:5]1[C:13]2[C:8](=[CH:9][CH:10]=[CH:11][CH:12]=2)[N:7]([CH2:14][C:15]#[C:16][C:21]2[CH:20]=[CH:19][C:24]([I:25])=[CH:23][CH:22]=2)[CH:6]=1)=[O:4]. The yield is 0.510. (2) The reactants are [Cl:1][C:2]1[CH:10]=[CH:9][C:5]([C:6](O)=[O:7])=[C:4]([CH3:11])[CH:3]=1.[H-].[H-].[H-].[H-].[Li+].[Al+3]. The catalyst is C1COCC1. The product is [Cl:1][C:2]1[CH:10]=[CH:9][C:5]([CH2:6][OH:7])=[C:4]([CH3:11])[CH:3]=1. The yield is 1.00. (3) The reactants are [CH:1]1([N:7]2[CH2:11][CH2:10][CH:9]([CH2:12][C:13]3[CH:22]=[CH:21][C:20]4[C:15](=[CH:16][CH:17]=[C:18]([OH:23])[CH:19]=4)[CH:14]=3)[C:8]2=[O:24])[CH2:6][CH2:5][CH2:4][CH2:3][CH2:2]1.C(=O)([O-])[O-].[K+].[K+].C(=O)([O-])[O-].[Cs+].[Cs+].[CH3:37][O:38][C:39](=[O:48])[C:40]1[CH:45]=[CH:44][CH:43]=[C:42]([CH2:46]Br)[CH:41]=1. The catalyst is CC(C)=O. The product is [CH3:37][O:38][C:39](=[O:48])[C:40]1[CH:45]=[CH:44][CH:43]=[C:42]([CH2:46][O:23][C:18]2[CH:17]=[CH:16][C:15]3[C:20](=[CH:21][CH:22]=[C:13]([CH2:12][CH:9]4[CH2:10][CH2:11][N:7]([CH:1]5[CH2:2][CH2:3][CH2:4][CH2:5][CH2:6]5)[C:8]4=[O:24])[CH:14]=3)[CH:19]=2)[CH:41]=1. The yield is 0.920.